Dataset: Full USPTO retrosynthesis dataset with 1.9M reactions from patents (1976-2016). Task: Predict the reactants needed to synthesize the given product. (1) Given the product [CH3:16][S:13]([CH2:12][C:11]([NH2:10])([CH3:23])[C:17]1[N:21]=[C:20]([CH3:22])[O:19][N:18]=1)(=[O:14])=[O:15], predict the reactants needed to synthesize it. The reactants are: C(OC(=O)[NH:10][C:11]([CH3:23])([C:17]1[N:21]=[C:20]([CH3:22])[O:19][N:18]=1)[CH2:12][S:13]([CH3:16])(=[O:15])=[O:14])C1C=CC=CC=1.B(Br)(Br)Br.C(=O)([O-])[O-].[Na+].[Na+]. (2) Given the product [C:1]([O:5][C:6]([N:8]1[CH2:12][C@@H:11]([CH2:13][NH:26][CH:22]2[CH2:25][CH2:24][CH2:23]2)[C@H:10]([CH2:15][C:16]2[CH:21]=[CH:20][CH:19]=[CH:18][CH:17]=2)[CH2:9]1)=[O:7])([CH3:4])([CH3:3])[CH3:2], predict the reactants needed to synthesize it. The reactants are: [C:1]([O:5][C:6]([N:8]1[CH2:12][C@@H:11]([CH:13]=O)[C@H:10]([CH2:15][C:16]2[CH:21]=[CH:20][CH:19]=[CH:18][CH:17]=2)[CH2:9]1)=[O:7])([CH3:4])([CH3:3])[CH3:2].[CH:22]1([NH2:26])[CH2:25][CH2:24][CH2:23]1.